Predict which catalyst facilitates the given reaction. From a dataset of Catalyst prediction with 721,799 reactions and 888 catalyst types from USPTO. (1) Reactant: [OH:1][C:2]1[C:7]([CH:8]=[O:9])=[CH:6][C:5]([O:10][CH2:11][CH2:12][O:13][CH3:14])=[N:4][CH:3]=1.Cl.Cl[CH2:17][C:18]1[C:19]([C:24]2[N:28]([CH3:29])[N:27]=[CH:26][CH:25]=2)=[N:20][CH:21]=[CH:22][CH:23]=1.C([O-])([O-])=O.[Cs+].[Cs+]. Product: [CH3:14][O:13][CH2:12][CH2:11][O:10][C:5]1[CH:6]=[C:7]([C:2]([O:1][CH2:17][C:18]2[C:19]([C:24]3[N:28]([CH3:29])[N:27]=[CH:26][CH:25]=3)=[N:20][CH:21]=[CH:22][CH:23]=2)=[CH:3][N:4]=1)[CH:8]=[O:9]. The catalyst class is: 3. (2) Reactant: FC(F)(F)C(O)=O.[CH2:8]([N:11](CCC)[C:12]1[CH:24]=[C:23]2[C:15]([C:16]3[CH:17]=[CH:18][C:19]([NH:25]C(N)=S)=[CH:20][C:21]=3[CH2:22]2)=[CH:14][CH:13]=1)[CH2:9][CH3:10]. Product: [CH2:8]([NH:11][C:12]1[CH:13]=[CH:14][C:15]2[C:16]3[C:21](=[CH:20][C:19]([NH2:25])=[CH:18][CH:17]=3)[CH2:22][C:23]=2[CH:24]=1)[CH2:9][CH3:10]. The catalyst class is: 4. (3) Reactant: [CH2:1]([O:3][C:4](=[O:27])[CH2:5][CH:6]([N:13]1[C:21]2[C:16](=[CH:17][C:18]([O:22][CH2:23][CH2:24][O:25][NH2:26])=[CH:19][CH:20]=2)[CH:15]=[CH:14]1)[C:7]1[CH:12]=[CH:11][CH:10]=[CH:9][CH:8]=1)[CH3:2].Cl.[N:29]1([C:34]([NH2:36])=O)C=CC=N1. Product: [CH2:1]([O:3][C:4](=[O:27])[CH2:5][CH:6]([N:13]1[C:21]2[C:16](=[CH:17][C:18]([O:22][CH2:23][CH2:24][O:25][NH:26][C:34]([NH2:36])=[NH:29])=[CH:19][CH:20]=2)[CH:15]=[CH:14]1)[C:7]1[CH:12]=[CH:11][CH:10]=[CH:9][CH:8]=1)[CH3:2]. The catalyst class is: 5. (4) Reactant: [Br:1][C:2]1[C:3](=[O:26])[CH:4]([CH2:14][C:15]2[CH:20]=[CH:19][CH:18]=[CH:17][C:16]=2[S:21]([CH2:24][CH3:25])(=[O:23])=[O:22])[C:5]2[N:10]=[C:9]([S:11][CH3:12])[N:8]=[CH:7][C:6]=2[N:13]=1.ClC1C=CC=C(C(OO)=[O:35])C=1. Product: [Br:1][C:2]1[C:3](=[O:26])[CH:4]([CH2:14][C:15]2[CH:20]=[CH:19][CH:18]=[CH:17][C:16]=2[S:21]([CH2:24][CH3:25])(=[O:22])=[O:23])[C:5]2[N:10]=[C:9]([S:11]([CH3:12])=[O:35])[N:8]=[CH:7][C:6]=2[N:13]=1. The catalyst class is: 4. (5) Reactant: [OH:1][C:2]1[CH:3]=[C:4]([CH:9]=[C:10]([OH:12])[CH:11]=1)[C:5]([O:7][CH3:8])=[O:6].[C:13]([O-:16])([O-])=O.[K+].[K+].[CH2:19](Cl)[O:20][CH3:21].[CH3:23]C#N. Product: [CH3:8][O:7][C:5](=[O:6])[C:4]1[CH:3]=[C:2]([O:1][CH2:19][O:20][CH3:21])[CH:11]=[C:10]([O:12][CH2:23][O:16][CH3:13])[CH:9]=1. The catalyst class is: 2.